From a dataset of Catalyst prediction with 721,799 reactions and 888 catalyst types from USPTO. Predict which catalyst facilitates the given reaction. Reactant: [F:1][C:2]1[CH:21]=[CH:20][C:5]([CH2:6][N:7]2[C:16](=[O:17])[C:15]3[C:10](=[CH:11][CH:12]=[C:13]([I:18])[CH:14]=3)[NH:9][C:8]2=[O:19])=[CH:4][CH:3]=1.[C:22](=O)([O-])[O-].[K+].[K+].IC. Product: [F:1][C:2]1[CH:21]=[CH:20][C:5]([CH2:6][N:7]2[C:16](=[O:17])[C:15]3[C:10](=[CH:11][CH:12]=[C:13]([I:18])[CH:14]=3)[N:9]([CH3:22])[C:8]2=[O:19])=[CH:4][CH:3]=1. The catalyst class is: 3.